This data is from Peptide-MHC class II binding affinity with 134,281 pairs from IEDB. The task is: Regression. Given a peptide amino acid sequence and an MHC pseudo amino acid sequence, predict their binding affinity value. This is MHC class II binding data. (1) The peptide sequence is RGIVKENIIDLTKIDR. The MHC is DRB1_1501 with pseudo-sequence DRB1_1501. The binding affinity (normalized) is 0.320. (2) The peptide sequence is CKTLTPLMSSKFPEL. The MHC is HLA-DQA10101-DQB10501 with pseudo-sequence HLA-DQA10101-DQB10501. The binding affinity (normalized) is 0. (3) The peptide sequence is FLAVAVVLGLATSPT. The MHC is HLA-DPA10103-DPB10301 with pseudo-sequence HLA-DPA10103-DPB10301. The binding affinity (normalized) is 0.198. (4) The binding affinity (normalized) is 0.967. The MHC is HLA-DPA10301-DPB10402 with pseudo-sequence HLA-DPA10301-DPB10402. The peptide sequence is EKKYFAATQFFPLAA. (5) The peptide sequence is GWPATEVMTAVGLMFAIV. The MHC is DRB1_0404 with pseudo-sequence DRB1_0404. The binding affinity (normalized) is 0. (6) The peptide sequence is QDHQEEICEVVLAKS. The MHC is DRB1_0101 with pseudo-sequence DRB1_0101. The binding affinity (normalized) is 0.382. (7) The peptide sequence is DREVVANVIGLSGDS. The MHC is DRB3_0101 with pseudo-sequence DRB3_0101. The binding affinity (normalized) is 0.225. (8) The peptide sequence is ASYFAADRILPELTE. The MHC is DRB1_1101 with pseudo-sequence DRB1_1101. The binding affinity (normalized) is 0.662. (9) The peptide sequence is YTVFETALKKAITAM. The MHC is HLA-DQA10102-DQB10602 with pseudo-sequence HLA-DQA10102-DQB10602. The binding affinity (normalized) is 0.561.